This data is from Reaction yield outcomes from USPTO patents with 853,638 reactions. The task is: Predict the reaction yield, written as a fraction of the theoretical maximum amount of product (1.0 means a 100% yield; for example, 0.34 means a 34% yield). (1) The reactants are [F:1][C:2]([F:34])([F:33])[C:3]1[CH:4]=[C:5]([CH:26]=[C:27]([C:29]([F:32])([F:31])[F:30])[CH:28]=1)[CH2:6][NH:7][C:8]([C:10]1([CH2:22][CH:23]2[CH2:25][CH2:24]2)[CH2:14][CH2:13][N:12](C(OC(C)(C)C)=O)[CH2:11]1)=[O:9].C(O)(C(F)(F)F)=O. The catalyst is C(Cl)Cl. The product is [F:33][C:2]([F:1])([F:34])[C:3]1[CH:4]=[C:5]([CH:26]=[C:27]([C:29]([F:32])([F:31])[F:30])[CH:28]=1)[CH2:6][NH:7][C:8]([C:10]1([CH2:22][CH:23]2[CH2:25][CH2:24]2)[CH2:14][CH2:13][NH:12][CH2:11]1)=[O:9]. The yield is 0.900. (2) The yield is 0.750. The reactants are [H-].[Na+].[CH3:3][O:4][C:5]([C:7]1[C:15]([O:16][CH3:17])=[C:14]2[C:10]([CH:11]=[N:12][NH:13]2)=[CH:9][CH:8]=1)=[O:6].[CH3:18][N:19]([CH3:24])[S:20](Cl)(=[O:22])=[O:21]. The catalyst is C1COCC1. The product is [CH3:3][O:4][C:5]([C:7]1[C:15]([O:16][CH3:17])=[C:14]2[C:10]([CH:11]=[N:12][N:13]2[S:20](=[O:22])(=[O:21])[N:19]([CH3:24])[CH3:18])=[CH:9][CH:8]=1)=[O:6]. (3) The reactants are [C:1]1([N:7]2[C:12](=[O:13])[NH:11][C:10](=[O:14])[C:9]([C:15]#[N:16])=[N:8]2)[CH:6]=[CH:5][CH:4]=[CH:3][CH:2]=1.[CH3:17]N(C=O)C.[H-].[Na+].CI. The catalyst is O. The product is [C:1]1([N:7]2[C:12](=[O:13])[N:11]([CH3:17])[C:10](=[O:14])[C:9]([C:15]#[N:16])=[N:8]2)[CH:2]=[CH:3][CH:4]=[CH:5][CH:6]=1. The yield is 0.800. (4) The reactants are C[O:2][C:3]([C@@H:5]1[CH2:10][CH2:9][C@@H:8]([NH:11][C:12]([O:14][C:15]([CH3:18])([CH3:17])[CH3:16])=[O:13])[C@H:7]([O:19][CH3:20])[CH2:6]1)=[O:4].O.[OH-].[Li+]. The catalyst is CO.O. The product is [C:15]([O:14][C:12]([NH:11][C@@H:8]1[CH2:9][CH2:10][C@@H:5]([C:3]([OH:4])=[O:2])[CH2:6][C@H:7]1[O:19][CH3:20])=[O:13])([CH3:18])([CH3:17])[CH3:16]. The yield is 0.960.